From a dataset of Reaction yield outcomes from USPTO patents with 853,638 reactions. Predict the reaction yield, written as a fraction of the theoretical maximum amount of product (1.0 means a 100% yield; for example, 0.34 means a 34% yield). (1) The reactants are [Br:1][C:2]1[CH:3]=[C:4]([CH2:7][N:8]2[C:12](=[O:13])[O:11][N:10]=[C:9]2[C:14]2[C:18]([NH:19][CH2:20][CH2:21][OH:22])=[N:17][O:16][N:15]=2)[O:5][CH:6]=1.[CH3:23][S:24](Cl)(=[O:26])=[O:25].C(N(CC)CC)C. The catalyst is C(OCC)(=O)C. The product is [CH3:23][S:24]([O:22][CH2:21][CH2:20][NH:19][C:18]1[C:14]([C:9]2[N:8]([CH2:7][C:4]3[O:5][CH:6]=[C:2]([Br:1])[CH:3]=3)[C:12](=[O:13])[O:11][N:10]=2)=[N:15][O:16][N:17]=1)(=[O:26])=[O:25]. The yield is 1.00. (2) The catalyst is C(O)(C)C. The product is [CH3:9][S:8][C:6]1[N:7]=[C:2]([NH2:17])[CH:3]=[C:4]([CH2:10][N:11]2[CH2:16][CH2:15][O:14][CH2:13][CH2:12]2)[N:5]=1. The yield is 0.560. The reactants are Cl[C:2]1[N:7]=[C:6]([S:8][CH3:9])[N:5]=[C:4]([CH2:10][N:11]2[CH2:16][CH2:15][O:14][CH2:13][CH2:12]2)[CH:3]=1.[NH3:17]. (3) The reactants are [NH2:1][CH2:2][C:3]([CH3:6])([OH:5])[CH3:4].C(=O)([O-])[O-].[K+].[K+].Br[CH2:14][CH2:15][CH2:16][CH2:17][CH2:18]Br. No catalyst specified. The product is [CH3:4][C:3]([OH:5])([CH3:6])[CH2:2][N:1]1[CH2:18][CH2:17][CH2:16][CH2:15][CH2:14]1. The yield is 0.567. (4) The reactants are [CH3:1][N:2]([CH3:8])[C@@H:3]1[CH2:7][CH2:6][NH:5][CH2:4]1.[Cl:9][C:10]1[C:11]([C:29]2[C:37]3[C:32](=[CH:33][CH:34]=[CH:35][CH:36]=3)[NH:31][CH:30]=2)=[N:12][C:13]([NH:16][C:17]2[CH:22]=[C:21]([N+:23]([O-:25])=[O:24])[C:20](F)=[CH:19][C:18]=2[O:27][CH3:28])=[N:14][CH:15]=1.CCN(C(C)C)C(C)C. The catalyst is CC(N(C)C)=O.CO. The product is [Cl:9][C:10]1[C:11]([C:29]2[C:37]3[C:32](=[CH:33][CH:34]=[CH:35][CH:36]=3)[NH:31][CH:30]=2)=[N:12][C:13]([NH:16][C:17]2[CH:22]=[C:21]([N+:23]([O-:25])=[O:24])[C:20]([N:5]3[CH2:6][CH2:7][C@@H:3]([N:2]([CH3:8])[CH3:1])[CH2:4]3)=[CH:19][C:18]=2[O:27][CH3:28])=[N:14][CH:15]=1. The yield is 0.960.